Task: Predict which catalyst facilitates the given reaction.. Dataset: Catalyst prediction with 721,799 reactions and 888 catalyst types from USPTO (1) Reactant: [Br:1][C:2]1[CH:11]=[CH:10][C:5]([C:6]([NH:8][OH:9])=[NH:7])=[C:4]([F:12])[CH:3]=1.[H-].[Na+].[C:15](OC)(=O)[CH3:16]. Product: [Br:1][C:2]1[CH:11]=[CH:10][C:5]([C:6]2[N:7]=[C:15]([CH3:16])[O:9][N:8]=2)=[C:4]([F:12])[CH:3]=1. The catalyst class is: 217. (2) Reactant: [C:1]([OH:9])(=O)/[C:2](=[C:4](\[CH:6]=O)/[Cl:5])/[Cl:3].[C:10]1([NH:16][NH2:17])[CH:15]=[CH:14][CH:13]=[CH:12][CH:11]=1. Product: [Cl:3][C:2]1[C:1](=[O:9])[N:16]([C:10]2[CH:15]=[CH:14][CH:13]=[CH:12][CH:11]=2)[N:17]=[CH:6][C:4]=1[Cl:5]. The catalyst class is: 8. (3) Reactant: [NH2:1][C:2]1[CH:7]=[CH:6][C:5]([OH:8])=[C:4]([CH3:9])[CH:3]=1.[Br:10][C:11](Br)([CH2:14]Br)[CH:12]=O. Product: [Br:10][C:11]1[CH:12]=[N:1][C:2]2[C:7]([CH:14]=1)=[CH:6][C:5]([OH:8])=[C:4]([CH3:9])[CH:3]=2. The catalyst class is: 86. (4) Product: [CH3:1][O:2][C:3]1[CH:10]=[CH:9][C:6]([CH2:7][NH:27][CH:24]2[CH2:25][CH2:26][N:21]([CH2:20][C:14]3[CH:19]=[CH:18][CH:17]=[CH:16][CH:15]=3)[CH2:22][CH2:23]2)=[C:5]([N+:11]([O-:13])=[O:12])[CH:4]=1. Reactant: [CH3:1][O:2][C:3]1[CH:10]=[CH:9][C:6]([CH:7]=O)=[C:5]([N+:11]([O-:13])=[O:12])[CH:4]=1.[C:14]1([CH2:20][N:21]2[CH2:26][CH2:25][CH:24]([NH2:27])[CH2:23][CH2:22]2)[CH:19]=[CH:18][CH:17]=[CH:16][CH:15]=1.[BH4-].[Na+].Cl. The catalyst class is: 5. (5) Reactant: [C:1]([O:5][C:6]([NH:8][C@@:9]([C:24]([O:26][CH2:27][CH3:28])=[O:25])([C:21](O)=[O:22])[CH2:10][C:11]([O:13][CH2:14][C:15]1[CH:20]=[CH:19][CH:18]=[CH:17][CH:16]=1)=[O:12])=[O:7])([CH3:4])([CH3:3])[CH3:2].ClC(OCC(C)C)=O.[NH3:37].Cl. Product: [C:1]([O:5][C:6]([NH:8][C@:9]([C:21](=[O:22])[NH2:37])([C:24]([O:26][CH2:27][CH3:28])=[O:25])[CH2:10][C:11]([O:13][CH2:14][C:15]1[CH:20]=[CH:19][CH:18]=[CH:17][CH:16]=1)=[O:12])=[O:7])([CH3:4])([CH3:3])[CH3:2]. The catalyst class is: 531.